Dataset: Reaction yield outcomes from USPTO patents with 853,638 reactions. Task: Predict the reaction yield, written as a fraction of the theoretical maximum amount of product (1.0 means a 100% yield; for example, 0.34 means a 34% yield). The reactants are O[Li].O.[O:4]=[C:5]1[CH2:9][CH2:8][CH2:7][N:6]1[C:10]1[O:11][C:12]([C:19]([O:21]CC)=[O:20])=[C:13]([C:15]([F:18])([F:17])[F:16])[N:14]=1.Cl. The catalyst is C1COCC1.CO.O.CCOC(C)=O.O. The product is [O:4]=[C:5]1[CH2:9][CH2:8][CH2:7][N:6]1[C:10]1[O:11][C:12]([C:19]([OH:21])=[O:20])=[C:13]([C:15]([F:18])([F:17])[F:16])[N:14]=1. The yield is 0.950.